Predict which catalyst facilitates the given reaction. From a dataset of Catalyst prediction with 721,799 reactions and 888 catalyst types from USPTO. The catalyst class is: 14. Reactant: [CH:1]1([CH2:4][O:5][NH:6][C:7]([C:9]2[C:25]([NH:26][C:27]3[CH:32]=[CH:31][C:30]([C:33]#[N:34])=[CH:29][C:28]=3[CH3:35])=[C:24]([F:36])[C:12]3[N:13]=[C:14](COCC[Si](C)(C)C)[NH:15][C:11]=3[CH:10]=2)=[O:8])[CH2:3][CH2:2]1.Cl.[OH-].[Na+]. Product: [CH:1]1([CH2:4][O:5][NH:6][C:7]([C:9]2[C:25]([NH:26][C:27]3[CH:32]=[CH:31][C:30]([C:33]#[N:34])=[CH:29][C:28]=3[CH3:35])=[C:24]([F:36])[C:12]3[N:13]=[CH:14][NH:15][C:11]=3[CH:10]=2)=[O:8])[CH2:3][CH2:2]1.